Dataset: Reaction yield outcomes from USPTO patents with 853,638 reactions. Task: Predict the reaction yield, written as a fraction of the theoretical maximum amount of product (1.0 means a 100% yield; for example, 0.34 means a 34% yield). (1) The reactants are [H-].[Na+].[CH3:3][OH:4].[Br:5][C:6]1[CH:11]=[C:10](F)[CH:9]=[CH:8][C:7]=1[C:13]([F:16])([F:15])[F:14]. The catalyst is CN(C=O)C.O. The product is [Br:5][C:6]1[CH:11]=[C:10]([O:4][CH3:3])[CH:9]=[CH:8][C:7]=1[C:13]([F:16])([F:15])[F:14]. The yield is 0.730. (2) The reactants are Cl.CN[C:4]1[CH:12]=[CH:11][CH:10]=[C:9]2[C:5]=1[CH2:6][N:7]([CH:14]1[CH2:19][CH2:18][C:17](=[O:20])[NH:16][C:15]1=[O:21])[C:8]2=[O:13].[C:22]1([N:32]=[C:33]=[O:34])[C:31]2[C:26](=[CH:27][CH:28]=[CH:29][CH:30]=2)[CH:25]=[CH:24][CH:23]=1.[CH:35]([N:38](C(C)C)[CH2:39]C)(C)C. The catalyst is C(Cl)Cl. The product is [O:21]=[C:15]1[CH:14]([N:7]2[CH2:6][C:5]3[C:9](=[CH:10][CH:11]=[CH:12][C:4]=3[CH2:35][N:38]([CH3:39])[C:33]([NH:32][C:22]3[C:31]4[C:26](=[CH:27][CH:28]=[CH:29][CH:30]=4)[CH:25]=[CH:24][CH:23]=3)=[O:34])[C:8]2=[O:13])[CH2:19][CH2:18][C:17](=[O:20])[NH:16]1. The yield is 0.890.